Dataset: Full USPTO retrosynthesis dataset with 1.9M reactions from patents (1976-2016). Task: Predict the reactants needed to synthesize the given product. (1) Given the product [Cl:26][C:23]1[CH:24]=[CH:25][C:20]([C:18]([NH:17][CH:13]([CH2:12][C:7]2[C:5]3[C:4](=[CH:3][CH:2]=[CH:1][CH:6]=3)[NH:11][C:9](=[O:10])[CH:8]=2)[C:14]([O:16][CH2:28][CH:29]2[CH2:31][CH2:30]2)=[O:15])=[O:19])=[CH:21][CH:22]=1, predict the reactants needed to synthesize it. The reactants are: [CH:1]1[CH:2]=[CH:3][C:4]2[NH:11][C:9](=[O:10])[CH:8]=[C:7]([CH2:12][CH:13]([NH:17][C:18]([C:20]3[CH:21]=[CH:22][C:23]([Cl:26])=[CH:24][CH:25]=3)=[O:19])[C:14]([OH:16])=[O:15])[C:5]=2[CH:6]=1.Cl[CH2:28][CH:29]1[CH2:31][CH2:30]1. (2) Given the product [CH3:22][O:21][C:14]1[CH:13]=[C:12]2[C:17](=[CH:16][C:15]=1[O:19][CH3:20])[NH:27][C:4](=[O:8])[C:5]([C:6]#[N:7])=[C:10]2[CH3:9], predict the reactants needed to synthesize it. The reactants are: C(O[C:4](=[O:8])[CH2:5][C:6]#[N:7])C.[CH3:9][C:10]([C:12]1[C:17](N)=[CH:16][C:15]([O:19][CH3:20])=[C:14]([O:21][CH3:22])[CH:13]=1)=O.C([O-])(=O)C.[NH4+:27]. (3) Given the product [CH3:22][S:23]([NH:1][C:2]([C:5]1[CH:14]=[CH:13][C:8]([C:9]([O:11][CH3:12])=[O:10])=[CH:7][CH:6]=1)([CH3:3])[CH3:4])(=[O:25])=[O:24], predict the reactants needed to synthesize it. The reactants are: [NH2:1][C:2]([C:5]1[CH:14]=[CH:13][C:8]([C:9]([O:11][CH3:12])=[O:10])=[CH:7][CH:6]=1)([CH3:4])[CH3:3].C(N(CC)CC)C.[CH3:22][S:23](Cl)(=[O:25])=[O:24]. (4) Given the product [Cl:1][C:2]1[CH:7]=[C:6]([Cl:8])[C:5]([O:9][CH3:10])=[CH:4][C:3]=1[NH:11][C:12]1[C:21]2[C:16](=[CH:17][C:18](/[CH:24]=[CH:25]/[CH2:26][CH2:27][N:36]3[CH2:37][CH2:38][N:33]([CH2:31][CH3:32])[CH2:34][CH2:35]3)=[C:19]([O:22][CH3:23])[CH:20]=2)[N:15]=[CH:14][C:13]=1[C:29]#[N:30], predict the reactants needed to synthesize it. The reactants are: [Cl:1][C:2]1[CH:7]=[C:6]([Cl:8])[C:5]([O:9][CH3:10])=[CH:4][C:3]=1[NH:11][C:12]1[C:21]2[C:16](=[CH:17][C:18](/[CH:24]=[CH:25]/[CH2:26][CH2:27]O)=[C:19]([O:22][CH3:23])[CH:20]=2)[N:15]=[CH:14][C:13]=1[C:29]#[N:30].[CH2:31]([N:33]1[CH2:38][CH2:37][NH:36][CH2:35][CH2:34]1)[CH3:32].